This data is from Catalyst prediction with 721,799 reactions and 888 catalyst types from USPTO. The task is: Predict which catalyst facilitates the given reaction. (1) Reactant: [N:1]1([C:6]2[N:7]=[C:8]([NH:16][CH2:17][C:18]3[CH:23]=[CH:22][CH:21]=[C:20]([N+:24]([O-])=O)[CH:19]=3)[C:9]3[CH:14]=[C:13]([CH3:15])[S:12][C:10]=3[N:11]=2)[CH:5]=[CH:4][N:3]=[CH:2]1. Product: [N:1]1([C:6]2[N:7]=[C:8]([NH:16][CH2:17][C:18]3[CH:23]=[CH:22][CH:21]=[C:20]([NH2:24])[CH:19]=3)[C:9]3[CH:14]=[C:13]([CH3:15])[S:12][C:10]=3[N:11]=2)[CH:5]=[CH:4][N:3]=[CH:2]1. The catalyst class is: 94. (2) Reactant: C([O:3][C:4](=O)[CH2:5][N:6]([CH:8]=[O:9])[CH3:7])C.O.[NH2:12][NH2:13]. Product: [NH:12]([C:4]([CH2:5][N:6]([CH3:7])[CH:8]=[O:9])=[O:3])[NH2:13]. The catalyst class is: 8.